This data is from Reaction yield outcomes from USPTO patents with 853,638 reactions. The task is: Predict the reaction yield, written as a fraction of the theoretical maximum amount of product (1.0 means a 100% yield; for example, 0.34 means a 34% yield). (1) The reactants are [C:1]1([C:11]2[N:15]3[CH:16]=[CH:17][CH:18]=[CH:19][C:14]3=[C:13]([C:20]([OH:22])=O)[N:12]=2)[C:10]2[C:5](=[CH:6][CH:7]=[CH:8][CH:9]=2)[CH:4]=[CH:3][CH:2]=1.C(Cl)CCl.C1C=CC2N(O)N=NC=2C=1.CCN(CC)CC.[C:44]12([NH2:54])[CH2:53][CH:48]3[CH2:49][CH:50]([CH2:52][CH:46]([CH2:47]3)[CH2:45]1)[CH2:51]2. The catalyst is CN(C=O)C.C(OCC)(=O)C. The product is [C:44]12([NH:54][C:20]([C:13]3[N:12]=[C:11]([C:1]4[C:10]5[C:5](=[CH:6][CH:7]=[CH:8][CH:9]=5)[CH:4]=[CH:3][CH:2]=4)[N:15]4[CH:16]=[CH:17][CH:18]=[CH:19][C:14]=34)=[O:22])[CH2:51][CH:50]3[CH2:49][CH:48]([CH2:47][CH:46]([CH2:52]3)[CH2:45]1)[CH2:53]2. The yield is 0.840. (2) The reactants are [F:1][C:2]1[CH:7]=[CH:6][C:5]([C:8]2[S:9][C:10]3[N:11]=[C:12]([NH2:23])[N:13]=[C:14]([N:17]4[CH2:22][CH2:21][NH:20][CH2:19][CH2:18]4)[C:15]=3[N:16]=2)=[CH:4][CH:3]=1.[C:24]1([CH3:33])[CH:29]=[CH:28][C:27]([N:30]=[C:31]=[O:32])=[CH:26][CH:25]=1. The catalyst is CN(C=O)C. The product is [NH2:23][C:12]1[N:13]=[C:14]([N:17]2[CH2:18][CH2:19][N:20]([C:31]([NH:30][C:27]3[CH:28]=[CH:29][C:24]([CH3:33])=[CH:25][CH:26]=3)=[O:32])[CH2:21][CH2:22]2)[C:15]2[N:16]=[C:8]([C:5]3[CH:6]=[CH:7][C:2]([F:1])=[CH:3][CH:4]=3)[S:9][C:10]=2[N:11]=1. The yield is 0.440. (3) The reactants are [CH3:1][O:2][C:3]1[CH:8]=[CH:7]C(CNC2C3C(=CC=CC=3)N=C(CC#N)N=2)=[CH:5][CH:4]=1.Cl.ClCC1[N:36]=[C:35]([N:37]([C:39]2[CH:44]=[CH:43][C:42](OC)=[CH:41][CH:40]=2)C)[C:34]2[C:29](=CC=C[CH:33]=2)[N:28]=1.[C:47]([O-])([O-])=O.[Na+].[Na+].[C-]#N.[Na+].[CH3:56][N:57]([CH:59]=O)[CH3:58]. The catalyst is CCOC(C)=O. The product is [CH3:1][O:2][C:3]1[CH:8]=[CH:7][C:59]([N:57]([CH3:56])[C:58]2[C:40]3[C:39](=[CH:44][CH:43]=[CH:42][CH:41]=3)[N:37]=[C:35]([C:34]([CH3:33])([CH3:47])[C:29]#[N:28])[N:36]=2)=[CH:5][CH:4]=1. The yield is 0.360. (4) The reactants are Cl[C:2]1[CH:3]=[C:4]2[CH:10]=[C:9]([C:11]3([CH3:14])[CH2:13][CH2:12]3)[NH:8][C:5]2=[CH:6][N:7]=1.[NH3:15]. The catalyst is CCO. The product is [CH3:14][C:11]1([C:9]2[NH:8][C:5]3=[CH:6][N:7]=[C:2]([NH2:15])[CH:3]=[C:4]3[CH:10]=2)[CH2:13][CH2:12]1. The yield is 0.270. (5) The reactants are [CH:1]1([C:7]2[CH:31]=[CH:30][CH:29]=[C:28]3[C:8]=2[CH:9]=[C:10]2[C:16]4[CH:17]=[C:18]([C:21]([O:23]C)=[O:22])[CH:19]=[CH:20][C:15]=4[N:14]4[CH2:25][N:26]=[N:27][C:13]4=[CH:12][N:11]23)[CH2:6][CH2:5][CH2:4][CH2:3][CH2:2]1.[OH-].[Na+]. The catalyst is C1COCC1.CO. The product is [CH:1]1([C:7]2[CH:31]=[CH:30][CH:29]=[C:28]3[C:8]=2[CH:9]=[C:10]2[C:16]4[CH:17]=[C:18]([C:21]([OH:23])=[O:22])[CH:19]=[CH:20][C:15]=4[N:14]4[CH2:25][N:26]=[N:27][C:13]4=[CH:12][N:11]23)[CH2:2][CH2:3][CH2:4][CH2:5][CH2:6]1. The yield is 0.850.